From a dataset of Experimentally validated miRNA-target interactions with 360,000+ pairs, plus equal number of negative samples. Binary Classification. Given a miRNA mature sequence and a target amino acid sequence, predict their likelihood of interaction. (1) The miRNA is mmu-miR-1901 with sequence CCGCUCGUACUCCCGGGGGUCC. The protein sequence of the target gene is METRESTESSPGKHLVTSEELISEGKWVKFEKTTYMDPTGKTRTWETVKLTTRKGKSADAVSVIPVLQRTLHHECVILVKQFRPPMGSYCLEFPAGFIEDGESPEAAALRELEEETGYKGEVAECSPAVCMDPGLSNCTTHVVTVTINGDDAGNVRPKPKPGDGEFMEVISLPKNDLLTRLDALGAEQHLTVDAKVYAYGLALKHANSKPFEVPFLKF. Result: 1 (interaction). (2) The miRNA is hsa-miR-148a-3p with sequence UCAGUGCACUACAGAACUUUGU. The protein sequence of the target gene is MPGTPGSLEMGLLTFRDVAIEFSPEEWQCLDTAQQNLYRNVMLENYRNLAFLGIALSKPDLITYLEQGKEPWNMKQHEMVDEPTGICPHFPQDFWPEQSMEDSFQKVLLRKYEKCGHENLQLRKGCKSVDECKVHKEGYNKLNQCLTTAQSKVFQCGKYLKVFYKFLNSNRHTIRHTGKKCFKCKKCVKSFCIRLHKTQHKCVYITEKSCKCKECEKTFHWSSTLTNHKEIHTEDKPYKCEECGKAFKQLSTLTTHKIICAKEKIYKCEECGKAFLWSSTLTRHKRIHTGEKPYKCEECG.... Result: 0 (no interaction).